From a dataset of TCR-epitope binding with 47,182 pairs between 192 epitopes and 23,139 TCRs. Binary Classification. Given a T-cell receptor sequence (or CDR3 region) and an epitope sequence, predict whether binding occurs between them. (1) The epitope is QASQEVKNW. The TCR CDR3 sequence is CASRTQRWETQYF. Result: 1 (the TCR binds to the epitope). (2) The epitope is FVDGVPFVV. The TCR CDR3 sequence is CARILRVAYEQHF. Result: 1 (the TCR binds to the epitope). (3) The epitope is SEVGPEHSLAEY. The TCR CDR3 sequence is CASSQTGNTEAFF. Result: 1 (the TCR binds to the epitope). (4) The epitope is LSDDAVVCFNSTY. The TCR CDR3 sequence is CASSLEGSYEQYF. Result: 0 (the TCR does not bind to the epitope). (5) The epitope is CLGGLLTMV. The TCR CDR3 sequence is CASSLFRYQETQYF. Result: 0 (the TCR does not bind to the epitope). (6) The TCR CDR3 sequence is CASSQGSKGINNEQFF. Result: 0 (the TCR does not bind to the epitope). The epitope is LLALHRSYL. (7) The epitope is IVTDFSVIK. The TCR CDR3 sequence is CASSTEPGLNTEAFF. Result: 1 (the TCR binds to the epitope). (8) The epitope is SQASSRSSSR. The TCR CDR3 sequence is CAISIGTGELFF. Result: 1 (the TCR binds to the epitope). (9) The epitope is IPRRNVATL. The TCR CDR3 sequence is CASGTWGARQPQHF. Result: 0 (the TCR does not bind to the epitope).